Task: Predict the product of the given reaction.. Dataset: Forward reaction prediction with 1.9M reactions from USPTO patents (1976-2016) (1) Given the reactants Cl.[CH2:2]([C:4]1[S:24][C:7]2[N:8]=[C:9]([S:18][CH2:19][C:20]([O:22][CH3:23])=[O:21])[N:10]=[C:11]([N:12]3[CH2:17][CH2:16][NH:15][CH2:14][CH2:13]3)[C:6]=2[CH:5]=1)[CH3:3].C(N(C(C)C)CC)(C)C.[O:34]1[C:38]2[CH:39]=[CH:40][C:41](C(Cl)=O)=[CH:42][C:37]=2[CH:36]=[CH:35]1.CN([CH:49]=[O:50])C, predict the reaction product. The product is: [O:34]1[C:38]2[CH:39]=[C:40]([C:49]([N:15]3[CH2:16][CH2:17][N:12]([C:11]4[C:6]5[CH:5]=[C:4]([CH2:2][CH3:3])[S:24][C:7]=5[N:8]=[C:9]([S:18][CH2:19][C:20]([O:22][CH3:23])=[O:21])[N:10]=4)[CH2:13][CH2:14]3)=[O:50])[CH:41]=[CH:42][C:37]=2[CH:36]=[CH:35]1. (2) Given the reactants Br[C:2]1[C:3](=[O:19])[N:4]([C:8]2[C:13]([CH3:14])=[CH:12][C:11]([N+:15]([O-:17])=[O:16])=[CH:10][C:9]=2[CH3:18])[CH:5]=[CH:6][CH:7]=1.C(C([Sn])=C(CCCC)CCCC)CCC.[CH3:35][C:36]1[CH:41]=[C:40]([N+:42]([O-:44])=[O:43])[CH:39]=[C:38]([CH3:45])[C:37]=1[N:46]1[CH:51]=[CH:50][CH:49]=[C:48]([CH:52]=[CH2:53])[C:47]1=[O:54], predict the reaction product. The product is: [CH3:35][C:36]1[CH:41]=[C:40]([N+:42]([O-:44])=[O:43])[CH:39]=[C:38]([CH3:45])[C:37]=1[N:46]1[CH:51]=[CH:50][CH:49]=[C:48]([CH:52]=[CH2:53])[C:47]1=[O:54].[CH3:18][C:9]1[CH:10]=[C:11]([N+:15]([O-:17])=[O:16])[CH:12]=[C:13]([CH3:14])[C:8]=1[N:4]1[CH:5]=[CH:6][CH:7]=[C:2]([CH2:48][CH2:47][OH:54])[C:3]1=[O:19].